This data is from Catalyst prediction with 721,799 reactions and 888 catalyst types from USPTO. The task is: Predict which catalyst facilitates the given reaction. Reactant: C([BH3-])#N.[CH3:4][C:5]1([N:11]2[CH2:16][CH2:15][C:14](=O)[CH2:13][CH2:12]2)[CH2:10][CH2:9][O:8][CH2:7][CH2:6]1.[NH2:18][C:19]1[CH:24]=[C:23]([C:25]([F:28])([F:27])[F:26])[CH:22]=[CH:21][C:20]=1[OH:29].C(O)(=O)C. Product: [CH3:4][C:5]1([N:11]2[CH2:16][CH2:15][CH:14]([NH:18][C:19]3[CH:24]=[C:23]([C:25]([F:26])([F:27])[F:28])[CH:22]=[CH:21][C:20]=3[OH:29])[CH2:13][CH2:12]2)[CH2:10][CH2:9][O:8][CH2:7][CH2:6]1. The catalyst class is: 2.